From a dataset of Merck oncology drug combination screen with 23,052 pairs across 39 cell lines. Regression. Given two drug SMILES strings and cell line genomic features, predict the synergy score measuring deviation from expected non-interaction effect. (1) Drug 1: CC(=O)OC1C(=O)C2(C)C(O)CC3OCC3(OC(C)=O)C2C(OC(=O)c2ccccc2)C2(O)CC(OC(=O)C(O)C(NC(=O)c3ccccc3)c3ccccc3)C(C)=C1C2(C)C. Drug 2: N#Cc1ccc(Cn2cncc2CN2CCN(c3cccc(Cl)c3)C(=O)C2)cc1. Cell line: MDAMB436. Synergy scores: synergy=9.90. (2) Drug 1: CCc1c2c(nc3ccc(O)cc13)-c1cc3c(c(=O)n1C2)COC(=O)C3(O)CC. Drug 2: Cn1cc(-c2cnn3c(N)c(Br)c(C4CCCNC4)nc23)cn1. Cell line: HT29. Synergy scores: synergy=2.94. (3) Drug 1: CCN(CC)CCNC(=O)c1c(C)[nH]c(C=C2C(=O)Nc3ccc(F)cc32)c1C. Drug 2: C=CCn1c(=O)c2cnc(Nc3ccc(N4CCN(C)CC4)cc3)nc2n1-c1cccc(C(C)(C)O)n1. Cell line: OCUBM. Synergy scores: synergy=0.0407.